This data is from Reaction yield outcomes from USPTO patents with 853,638 reactions. The task is: Predict the reaction yield, written as a fraction of the theoretical maximum amount of product (1.0 means a 100% yield; for example, 0.34 means a 34% yield). (1) The reactants are [CH3:1][O:2][C:3]1[CH:4]=[CH:5][C:6]2[N:7]([CH:9]=[C:10]([C:12]3[CH:17]=[CH:16][C:15]([CH3:18])=[C:14]([N+:19]([O-:21])=[O:20])[CH:13]=3)[N:11]=2)[N:8]=1.[Cl:22]N1C(=O)CCC1=O. The yield is 0.980. The catalyst is C(#N)C.O.C([O-])(O)=O.[Na+]. The product is [Cl:22][C:9]1[N:7]2[N:8]=[C:3]([O:2][CH3:1])[CH:4]=[CH:5][C:6]2=[N:11][C:10]=1[C:12]1[CH:17]=[CH:16][C:15]([CH3:18])=[C:14]([N+:19]([O-:21])=[O:20])[CH:13]=1. (2) The reactants are [OH:1][C:2]1[CH:8]=[CH:7][C:5]([NH2:6])=[CH:4][CH:3]=1.[CH:9]([C:11]([CH3:13])=O)=[CH2:10]. The catalyst is C(O)(=O)C.[Cl-].[Zn+2].[Cl-]. The product is [OH:1][C:2]1[CH:8]=[C:7]2[C:5](=[CH:4][CH:3]=1)[N:6]=[CH:10][CH:9]=[C:11]2[CH3:13]. The yield is 0.650. (3) The yield is 0.660. No catalyst specified. The product is [F:1][C:2]([F:39])([F:38])[C:3]1[CH:4]=[C:5]([C:13]([CH3:37])([CH3:36])[C:14]([N:16]([CH3:17])[C:18]2[C:19]([O:28][C:29]3[CH:34]=[CH:33][CH:32]=[CH:31][C:30]=3[CH3:35])=[N:20][C:21]([N:16]3[CH2:45][CH2:44][NH:22][CH2:23][CH2:18]3)=[N:22][CH:23]=2)=[O:15])[CH:6]=[C:7]([C:9]([F:12])([F:11])[F:10])[CH:8]=1. The reactants are [F:1][C:2]([F:39])([F:38])[C:3]1[CH:4]=[C:5]([C:13]([CH3:37])([CH3:36])[C:14]([N:16]([C:18]2[C:19]([O:28][C:29]3[CH:34]=[CH:33][CH:32]=[CH:31][C:30]=3[CH3:35])=[N:20][C:21](S(C)(=O)=O)=[N:22][CH:23]=2)[CH3:17])=[O:15])[CH:6]=[C:7]([C:9]([F:12])([F:11])[F:10])[CH:8]=1.O1[CH2:45][CH2:44]OCC1. (4) The reactants are [N:1]1([C:7]2[C:8]3[N:9]([CH:15]=[C:16]([C:18]4[CH:23]=[CH:22][N:21]=[CH:20][CH:19]=4)[N:17]=3)[N:10]=[C:11]([NH:13][NH2:14])[CH:12]=2)[CH2:6][CH2:5][O:4][CH2:3][CH2:2]1.[C:24]([C:27]1[CH:28]=[C:29]([CH:32]=[CH:33][CH:34]=1)[CH:30]=O)([CH3:26])=[CH2:25]. The catalyst is C(O)C. The product is [C:24]([C:27]1[CH:28]=[C:29]([CH:32]=[CH:33][CH:34]=1)[CH:30]=[N:14][NH:13][C:11]1[CH:12]=[C:7]([N:1]2[CH2:2][CH2:3][O:4][CH2:5][CH2:6]2)[C:8]2[N:9]([CH:15]=[C:16]([C:18]3[CH:23]=[CH:22][N:21]=[CH:20][CH:19]=3)[N:17]=2)[N:10]=1)([CH3:26])=[CH2:25]. The yield is 0.780. (5) The reactants are [N+:1]([C:4]1[CH:9]=[CH:8][C:7]([C:10]([NH:13][C:14](=[O:20])[O:15][C:16]([CH3:19])([CH3:18])[CH3:17])([CH3:12])[CH3:11])=[CH:6][CH:5]=1)([O-])=O. The catalyst is [Pd].CO. The product is [NH2:1][C:4]1[CH:9]=[CH:8][C:7]([C:10]([NH:13][C:14](=[O:20])[O:15][C:16]([CH3:19])([CH3:18])[CH3:17])([CH3:12])[CH3:11])=[CH:6][CH:5]=1. The yield is 0.995. (6) The reactants are [CH3:1][N:2]1[CH:6]=[CH:5][N:4]=[N:3]1.C([Li])CCC.Cl[Sn:13]([CH3:16])([CH3:15])[CH3:14]. The product is [CH3:1][N:2]1[C:6]([Sn:13]([CH3:16])([CH3:15])[CH3:14])=[CH:5][N:4]=[N:3]1. The yield is 0.900. The catalyst is O1CCCC1. (7) The reactants are C[O:2][C:3]1[C:12]([CH2:15][CH2:16][CH:17]([CH3:19])[CH3:18])([CH:13]=[CH2:14])[C:11]2[C:6](=[CH:7][CH:8]=[CH:9][CH:10]=2)[C:5](=[O:20])[CH:4]=1.[OH-].[Na+].Cl. The catalyst is CO. The product is [CH3:18][CH:17]([CH3:19])[CH2:16][CH2:15][C:12]1([CH:13]=[CH2:14])[C:11]2[C:6](=[CH:7][CH:8]=[CH:9][CH:10]=2)[C:5](=[O:20])[CH2:4][C:3]1=[O:2]. The yield is 0.600. (8) The reactants are [CH3:1][C:2]([C:4]1[CH:9]=[CH:8][C:7](Br)=[CH:6][CH:5]=1)=[O:3].[NH:11]1[CH:15]=[N:14][CH:13]=[N:12]1.C([O-])([O-])=O.[Cs+].[Cs+]. The catalyst is CN(C=O)C.O.[Cu]I. The product is [N:11]1([C:7]2[CH:8]=[CH:9][C:4]([C:2](=[O:3])[CH3:1])=[CH:5][CH:6]=2)[CH:15]=[N:14][CH:13]=[N:12]1. The yield is 0.960. (9) The reactants are Cl[C:2]1[CH:3]=[CH:4][C:5]2[C:14]3[C:9](=[CH:10][N:11]=[CH:12][CH:13]=3)[C:8](=[O:15])[N:7]([CH2:16][CH:17]3[CH2:19][CH2:18]3)[C:6]=2[CH:20]=1.C(=O)([O-])[O-].[Cs+].[Cs+].[C:27]([NH:34][C@H:35]([CH2:40][OH:41])[CH2:36][CH:37]([CH3:39])[CH3:38])([O:29][C:30]([CH3:33])([CH3:32])[CH3:31])=[O:28].C(P(C(C)(C)C)C1C=CC=CC=1C1C(C(C)C)=CC(C(C)C)=CC=1C(C)C)(C)(C)C. The catalyst is C1(C)C=CC=CC=1.C([O-])(=O)C.[Pd+2].C([O-])(=O)C. The product is [CH:17]1([CH2:16][N:7]2[C:6]3[CH:20]=[C:2]([O:41][CH2:40][C@@H:35]([NH:34][C:27](=[O:28])[O:29][C:30]([CH3:31])([CH3:33])[CH3:32])[CH2:36][CH:37]([CH3:39])[CH3:38])[CH:3]=[CH:4][C:5]=3[C:14]3[C:9](=[CH:10][N:11]=[CH:12][CH:13]=3)[C:8]2=[O:15])[CH2:19][CH2:18]1. The yield is 0.490. (10) The reactants are [OH:1][C:2]1[CH:3]=[C:4]([C@@H:8]([NH:15][C:16](=[O:22])[O:17][C:18]([CH3:21])([CH3:20])[CH3:19])[C:9]2[CH:14]=[CH:13][CH:12]=[CH:11][CH:10]=2)[CH:5]=[CH:6][CH:7]=1.Br[CH2:24][C:25]1[CH:34]=[CH:33][C:28]([C:29]([O:31][CH3:32])=[O:30])=[CH:27][CH:26]=1.C(=O)([O-])[O-].[K+].[K+]. The catalyst is C(#N)C. The product is [C:18]([O:17][C:16]([NH:15][C@@H:8]([C:9]1[CH:14]=[CH:13][CH:12]=[CH:11][CH:10]=1)[C:4]1[CH:3]=[C:2]([CH:7]=[CH:6][CH:5]=1)[O:1][CH2:24][C:25]1[CH:34]=[CH:33][C:28]([C:29]([O:31][CH3:32])=[O:30])=[CH:27][CH:26]=1)=[O:22])([CH3:19])([CH3:21])[CH3:20]. The yield is 0.680.